Dataset: Full USPTO retrosynthesis dataset with 1.9M reactions from patents (1976-2016). Task: Predict the reactants needed to synthesize the given product. (1) Given the product [ClH:19].[CH3:51][C:46]1[C:45]([N+:52]([O-:54])=[O:53])=[C:44]([NH:55][C:56]2[CH:74]=[CH:73][C:59]([CH2:60][CH2:61][NH:62][C:63](=[O:72])[O:64][CH2:65][C:66]3[CH:67]=[CH:68][CH:69]=[CH:70][CH:71]=3)=[CH:58][CH:57]=2)[CH:49]=[C:48]([CH3:50])[N:47]=1, predict the reactants needed to synthesize it. The reactants are: CC1CCCO1.NCCC1C=CC(N)=CC=1.[OH-].[Na+].[Cl:19]C(OCC1C=CC=CC=1)=O.C(O)(=O)CC(CC(O)=O)(C(O)=O)O.Cl[C:44]1[CH:49]=[C:48]([CH3:50])[N:47]=[C:46]([CH3:51])[C:45]=1[N+:52]([O-:54])=[O:53].[NH2:55][C:56]1[CH:74]=[CH:73][C:59]([CH2:60][CH2:61][NH:62][C:63](=[O:72])[O:64][CH2:65][C:66]2[CH:71]=[CH:70][CH:69]=[CH:68][CH:67]=2)=[CH:58][CH:57]=1.[F-].[K+]. (2) Given the product [CH3:29][C:19]1[CH:24]=[CH:23][C:22]([S:25]([O:1][CH2:2][CH2:3][N:4]2[C:10]3[CH:11]=[CH:12][CH:13]=[CH:14][C:9]=3[CH2:8][O:7][C:6]3[CH:15]=[CH:16][CH:17]=[CH:18][C:5]2=3)(=[O:27])=[O:26])=[CH:21][CH:20]=1, predict the reactants needed to synthesize it. The reactants are: [OH:1][CH2:2][CH2:3][N:4]1[C:10]2[CH:11]=[CH:12][CH:13]=[CH:14][C:9]=2[CH2:8][O:7][C:6]2[CH:15]=[CH:16][CH:17]=[CH:18][C:5]1=2.[C:19]1([CH3:29])[CH:24]=[CH:23][C:22]([S:25](Cl)(=[O:27])=[O:26])=[CH:21][CH:20]=1.